This data is from Forward reaction prediction with 1.9M reactions from USPTO patents (1976-2016). The task is: Predict the product of the given reaction. (1) Given the reactants F[C:2]1[CH:7]=[CH:6][C:5]([N+:8]([O-:10])=[O:9])=[CH:4][C:3]=1[CH3:11].[NH:12]1[CH2:17][CH2:16][NH:15][CH2:14][CH2:13]1.C(=O)([O-])[O-].[K+].[K+].O, predict the reaction product. The product is: [CH3:11][C:3]1[CH:4]=[C:5]([N+:8]([O-:10])=[O:9])[CH:6]=[CH:7][C:2]=1[N:12]1[CH2:17][CH2:16][NH:15][CH2:14][CH2:13]1. (2) Given the reactants [Li+].[OH-].[CH3:3][O:4][C:5]1[CH:10]=[CH:9][C:8]([C:11]2[CH:16]=[CH:15][C:14]([C:17]([NH:19][C@H:20]([C:25]([O:27]C)=[O:26])[CH2:21][C:22](=[O:24])[NH2:23])=[O:18])=[C:13]([NH:29][C:30]([NH:32][C:33]3[C:38]([CH3:39])=[CH:37][C:36]([CH3:40])=[CH:35][C:34]=3[CH3:41])=[O:31])[CH:12]=2)=[CH:7][CH:6]=1.Cl, predict the reaction product. The product is: [CH3:3][O:4][C:5]1[CH:6]=[CH:7][C:8]([C:11]2[CH:16]=[CH:15][C:14]([C:17]([NH:19][C@H:20]([C:25]([OH:27])=[O:26])[CH2:21][C:22](=[O:24])[NH2:23])=[O:18])=[C:13]([NH:29][C:30]([NH:32][C:33]3[C:34]([CH3:41])=[CH:35][C:36]([CH3:40])=[CH:37][C:38]=3[CH3:39])=[O:31])[CH:12]=2)=[CH:9][CH:10]=1. (3) Given the reactants ClC(Cl)(Cl)CO[C:5](=[O:24])[NH:6][C:7]1[N:11]([C:12]2[CH:13]=[N:14][N:15]([CH2:17][CH2:18][OH:19])[CH:16]=2)[N:10]=[C:9]([C:20]([CH3:23])([CH3:22])[CH3:21])[CH:8]=1.[Cl:27][C:28]1[CH:33]=[CH:32][CH:31]=[C:30]([Cl:34])[C:29]=1[C:35]1[N:39]2[CH:40]=[C:41]([O:44][C@H:45]3[C:54]4[C:49](=[CH:50][CH:51]=[CH:52][CH:53]=4)[C@@H:48]([NH2:55])[CH2:47][CH2:46]3)[CH:42]=[CH:43][C:38]2=[N:37][N:36]=1.CCN(C(C)C)C(C)C, predict the reaction product. The product is: [C:20]([C:9]1[CH:8]=[C:7]([NH:6][C:5]([NH:55][C@@H:48]2[C:49]3[C:54](=[CH:53][CH:52]=[CH:51][CH:50]=3)[C@H:45]([O:44][C:41]3[CH:42]=[CH:43][C:38]4[N:39]([C:35]([C:29]5[C:28]([Cl:27])=[CH:33][CH:32]=[CH:31][C:30]=5[Cl:34])=[N:36][N:37]=4)[CH:40]=3)[CH2:46][CH2:47]2)=[O:24])[N:11]([C:12]2[CH:13]=[N:14][N:15]([CH2:17][CH2:18][OH:19])[CH:16]=2)[N:10]=1)([CH3:21])([CH3:22])[CH3:23]. (4) The product is: [C:1]([N:8]1[CH2:9][CH2:10][C:11]([CH2:14][NH:15][S:30]([CH3:29])(=[O:32])=[O:31])([CH:16]2[CH2:21][CH2:20][CH2:19][CH2:18][CH2:17]2)[CH2:12][CH2:13]1)([O:3][C:4]([CH3:6])([CH3:7])[CH3:5])=[O:2]. Given the reactants [C:1]([N:8]1[CH2:13][CH2:12][C:11]([CH:16]2[CH2:21][CH2:20][CH2:19][CH2:18][CH2:17]2)([CH2:14][NH2:15])[CH2:10][CH2:9]1)([O:3][C:4]([CH3:7])([CH3:6])[CH3:5])=[O:2].C(N(CC)CC)C.[CH3:29][S:30](Cl)(=[O:32])=[O:31], predict the reaction product. (5) Given the reactants [NH2:1][C:2]1[O:3][C:4]([C:8]([O:10][CH2:11][CH3:12])=[O:9])=[C:5]([CH3:7])[N:6]=1.CCN(C(C)C)C(C)C.[C:22](Cl)(=[O:24])[CH3:23], predict the reaction product. The product is: [C:22]([NH:1][C:2]1[O:3][C:4]([C:8]([O:10][CH2:11][CH3:12])=[O:9])=[C:5]([CH3:7])[N:6]=1)(=[O:24])[CH3:23]. (6) Given the reactants [O:1]=[C:2]([C:9]1[CH:14]=[CH:13][CH:12]=[C:11]([C:15]#[N:16])[CH:10]=1)[CH2:3][C:4]([O:6][CH2:7][CH3:8])=[O:5].C(O[CH:22](N(C)C)[N:23]([CH3:25])[CH3:24])(C)(C)C, predict the reaction product. The product is: [CH3:22][N:23]([CH3:25])[CH:24]=[C:3]([C:2](=[O:1])[C:9]1[CH:14]=[CH:13][CH:12]=[C:11]([C:15]#[N:16])[CH:10]=1)[C:4]([O:6][CH2:7][CH3:8])=[O:5]. (7) Given the reactants [F:1][C:2]1[CH:7]=[CH:6][CH:5]=[C:4]([F:8])[C:3]=1[N:9]1[C:14]2[N:15]=[C:16](S(C)=O)[N:17]=[C:18]([C:19]3[CH:20]=[C:21]([CH:32]=[CH:33][C:34]=3[CH3:35])[C:22]([NH:24][C:25]3[CH:30]=[CH:29][C:28]([F:31])=[CH:27][CH:26]=3)=[O:23])[C:13]=2[CH2:12][NH:11][C:10]1=[O:39].[NH2:40][CH2:41][CH2:42][N:43]([CH3:51])[C:44](=[O:50])[O:45][C:46]([CH3:49])([CH3:48])[CH3:47].C(N(CC)C(C)C)(C)C, predict the reaction product. The product is: [F:1][C:2]1[CH:7]=[CH:6][CH:5]=[C:4]([F:8])[C:3]=1[N:9]1[C:14]2[N:15]=[C:16]([NH:40][CH2:41][CH2:42][N:43]([CH3:51])[C:44](=[O:50])[O:45][C:46]([CH3:47])([CH3:48])[CH3:49])[N:17]=[C:18]([C:19]3[CH:20]=[C:21]([C:22]([NH:24][C:25]4[CH:30]=[CH:29][C:28]([F:31])=[CH:27][CH:26]=4)=[O:23])[CH:32]=[CH:33][C:34]=3[CH3:35])[C:13]=2[CH2:12][NH:11][C:10]1=[O:39].